This data is from Peptide-MHC class I binding affinity with 185,985 pairs from IEDB/IMGT. The task is: Regression. Given a peptide amino acid sequence and an MHC pseudo amino acid sequence, predict their binding affinity value. This is MHC class I binding data. (1) The peptide sequence is HRIQEELFY. The MHC is HLA-B15:01 with pseudo-sequence HLA-B15:01. The binding affinity (normalized) is 0.192. (2) The peptide sequence is NTVVRDFENY. The MHC is HLA-A33:01 with pseudo-sequence HLA-A33:01. The binding affinity (normalized) is 0.0772. (3) The binding affinity (normalized) is 0.0847. The MHC is HLA-B58:01 with pseudo-sequence HLA-B58:01. The peptide sequence is TVADIWHAM. (4) The peptide sequence is RAPKVRLSL. The MHC is HLA-A69:01 with pseudo-sequence HLA-A69:01. The binding affinity (normalized) is 0.0847. (5) The MHC is HLA-B83:01 with pseudo-sequence HLA-B83:01. The peptide sequence is MVLSGTLAY. The binding affinity (normalized) is 0.213. (6) The peptide sequence is QPFKYAAAF. The MHC is Mamu-A2201 with pseudo-sequence Mamu-A2201. The binding affinity (normalized) is 0.988.